Predict the reactants needed to synthesize the given product. From a dataset of Full USPTO retrosynthesis dataset with 1.9M reactions from patents (1976-2016). (1) Given the product [CH3:1][C:2]1([CH3:24])[C:11]2[C:6](=[CH:7][CH:8]=[C:9]([CH:12]([CH2:18][CH2:19][CH2:20][CH2:21][CH3:22])[CH2:13][OH:14])[CH:10]=2)[NH:5][CH2:4][CH2:3]1, predict the reactants needed to synthesize it. The reactants are: [CH3:1][C:2]1([CH3:24])[C:11]2[C:6](=[CH:7][CH:8]=[C:9]([CH:12]([CH2:18][CH2:19][CH2:20][CH2:21][CH3:22])[C:13](OCC)=[O:14])[CH:10]=2)[NH:5][C:4](=O)[CH2:3]1. (2) Given the product [Br:2][C:3]1[CH:4]=[C:5]([CH:25]=[CH:26][CH:27]=1)[CH2:6][O:7][C:8]1[CH:9]=[CH:10][C:11]([C@@H:14]2[CH2:16][C@H:15]2[NH2:17])=[CH:12][CH:13]=1, predict the reactants needed to synthesize it. The reactants are: Cl.[Br:2][C:3]1[CH:4]=[C:5]([CH:25]=[CH:26][CH:27]=1)[CH2:6][O:7][C:8]1[CH:13]=[CH:12][C:11]([C@@H:14]2[CH2:16][C@H:15]2[NH:17]C(=O)OC(C)(C)C)=[CH:10][CH:9]=1. (3) Given the product [C:16]([C:2]1[N:10]2[C:5]([CH:6]=[CH:7][CH:8]=[CH:9]2)=[CH:4][C:3]=1[C:11]([O:13][CH2:14][CH3:15])=[O:12])#[C:17][CH2:18][CH2:19][CH3:20], predict the reactants needed to synthesize it. The reactants are: I[C:2]1[N:10]2[C:5]([CH:6]=[CH:7][CH:8]=[CH:9]2)=[CH:4][C:3]=1[C:11]([O:13][CH2:14][CH3:15])=[O:12].[CH:16]#[C:17][CH2:18][CH2:19][CH3:20].C(NCC)C. (4) Given the product [CH3:2][NH:3][C:4]([C:6]1[C:7]([CH2:8][CH2:9][C:10](=[O:28])[C:21]2[CH:26]=[CH:25][CH:24]=[CH:23][C:22]=2[CH3:27])=[C:12]([OH:11])[C:13]2[N:17]=[C:16]([CH3:18])[N:15]([CH3:19])[C:14]=2[CH:20]=1)=[O:5], predict the reactants needed to synthesize it. The reactants are: Cl.[CH3:2][NH:3][C:4]([C:6]1[C:7]2[CH2:8][CH2:9][C:10]([O:28]C)([C:21]3[CH:26]=[CH:25][CH:24]=[CH:23][C:22]=3[CH3:27])[O:11][C:12]=2[C:13]2[N:17]=[C:16]([CH3:18])[N:15]([CH3:19])[C:14]=2[CH:20]=1)=[O:5].[OH-].[Na+]. (5) Given the product [CH3:22][C:15]1[CH:16]=[C:17]([N+:19]([O-:21])=[O:20])[CH:18]=[C:2]([CH3:1])[C:3]=1[O:4][C:5]1[CH:6]=[CH:7][C:8]([O:13][CH3:14])=[C:9]([CH:12]=1)[C:10]([OH:29])=[O:11], predict the reactants needed to synthesize it. The reactants are: [CH3:1][C:2]1[CH:18]=[C:17]([N+:19]([O-:21])=[O:20])[CH:16]=[C:15]([CH3:22])[C:3]=1[O:4][C:5]1[CH:6]=[CH:7][C:8]([O:13][CH3:14])=[C:9]([CH:12]=1)[CH:10]=[O:11].CC(=CC)C.Cl([O-])=[O:29].[Na+].[O-]S([O-])(=S)=O.[Na+].[Na+]. (6) Given the product [CH3:8][C:9]1[S:13][CH:12]=[C:11]([C:14]([N:16]2[CH2:21][C:20]3([CH2:26][CH2:25][NH:24][CH2:23][CH2:22]3)[O:19][CH2:18][CH2:17]2)=[O:15])[CH:10]=1, predict the reactants needed to synthesize it. The reactants are: FC(F)(F)C(O)=O.[CH3:8][C:9]1[S:13][CH:12]=[C:11]([C:14]([N:16]2[CH2:21][C:20]3([CH2:26][CH2:25][N:24](C(OC(C)(C)C)=O)[CH2:23][CH2:22]3)[O:19][CH2:18][CH2:17]2)=[O:15])[CH:10]=1. (7) Given the product [Cl:15][C:16]1[CH:24]=[C:23]([F:25])[CH:22]=[CH:21][C:17]=1[C:18]([N:4]1[CH2:5][CH2:6][NH:1][C:2](=[O:7])[CH2:3]1)=[O:19], predict the reactants needed to synthesize it. The reactants are: [NH:1]1[CH2:6][CH2:5][NH:4][CH2:3][C:2]1=[O:7].C(N(CC)CC)C.[Cl:15][C:16]1[CH:24]=[C:23]([F:25])[CH:22]=[CH:21][C:17]=1[C:18](Cl)=[O:19].